Dataset: Full USPTO retrosynthesis dataset with 1.9M reactions from patents (1976-2016). Task: Predict the reactants needed to synthesize the given product. (1) Given the product [CH3:1][NH:2][N:3]1[CH2:8][CH2:7][N:6]([S:9]([C:12]2[CH:17]=[CH:16][CH:15]=[CH:14][C:13]=2[N+:18]([O-:20])=[O:19])(=[O:10])=[O:11])[CH2:5][CH2:4]1, predict the reactants needed to synthesize it. The reactants are: [CH2:1]=[N:2][N:3]1[CH2:8][CH2:7][N:6]([S:9]([C:12]2[CH:17]=[CH:16][CH:15]=[CH:14][C:13]=2[N+:18]([O-:20])=[O:19])(=[O:11])=[O:10])[CH2:5][CH2:4]1.C([BH3-])#N.[Na+].[OH-].[Na+]. (2) The reactants are: [C:1](OC(=O)C)(=[O:3])[CH3:2].N1C=CC=CC=1.[NH2:14][C:15]1[CH:16]=[C:17]([C:21]2[CH:26]=[CH:25][N:24]=[C:23]([NH:27][CH2:28][CH2:29][C:30]3[CH:35]=[CH:34][C:33]([O:36][CH3:37])=[C:32]([O:38][CH3:39])[CH:31]=3)[N:22]=2)[CH:18]=[CH:19][CH:20]=1. Given the product [CH3:39][O:38][C:32]1[CH:31]=[C:30]([CH2:29][CH2:28][NH:27][C:23]2[N:22]=[C:21]([C:17]3[CH:16]=[C:15]([NH:14][C:1](=[O:3])[CH3:2])[CH:20]=[CH:19][CH:18]=3)[CH:26]=[CH:25][N:24]=2)[CH:35]=[CH:34][C:33]=1[O:36][CH3:37], predict the reactants needed to synthesize it. (3) Given the product [NH2:1][C:2]1[N:7]=[C:6]([NH:8][CH2:9][CH2:10][CH2:11][N:12]2[CH2:16][CH2:15][CH2:14][C:13]2=[O:17])[CH:5]=[C:4]([C:24]2[CH:25]=[CH:26][C:21]([O:20][CH3:19])=[C:22]([CH3:31])[C:23]=2[CH3:30])[N:3]=1, predict the reactants needed to synthesize it. The reactants are: [NH2:1][C:2]1[N:7]=[C:6]([NH:8][CH2:9][CH2:10][CH2:11][N:12]2[CH2:16][CH2:15][CH2:14][C:13]2=[O:17])[CH:5]=[C:4](Cl)[N:3]=1.[CH3:19][O:20][C:21]1[CH:26]=[CH:25][C:24](B(O)O)=[C:23]([CH3:30])[C:22]=1[CH3:31].C(=O)([O-])[O-].[K+].[K+]. (4) Given the product [C:16]1([N:15]2[C:14]3[CH:22]=[CH:23][CH:24]=[CH:25][C:13]=3[N:12]=[C:11]2[C@@H:8]([NH2:7])[CH2:9][CH3:10])[CH:17]=[CH:18][CH:19]=[CH:20][CH:21]=1, predict the reactants needed to synthesize it. The reactants are: C(OC(=O)[NH:7][C@H:8]([C:11]1[N:15]([C:16]2[CH:21]=[CH:20][CH:19]=[CH:18][CH:17]=2)[C:14]2[CH:22]=[CH:23][CH:24]=[CH:25][C:13]=2[N:12]=1)[CH2:9][CH3:10])(C)(C)C.C(O)(C(F)(F)F)=O. (5) Given the product [CH2:1]([S:8][C:9]1[CH:18]=[C:17]2[C:12]([C:13]([C:25]3[C:24]([O:30][CH3:31])=[CH:23][C:22]([C:32]4[CH:37]=[CH:36][CH:35]=[C:34]([F:38])[CH:33]=4)=[C:21]([Cl:20])[CH:26]=3)=[N:14][CH:15]=[N:16]2)=[CH:11][CH:10]=1)[C:2]1[CH:7]=[CH:6][CH:5]=[CH:4][CH:3]=1, predict the reactants needed to synthesize it. The reactants are: [CH2:1]([S:8][C:9]1[CH:18]=[C:17]2[C:12]([C:13](Cl)=[N:14][CH:15]=[N:16]2)=[CH:11][CH:10]=1)[C:2]1[CH:7]=[CH:6][CH:5]=[CH:4][CH:3]=1.[Cl:20][C:21]1[CH:26]=[C:25](B(O)O)[C:24]([O:30][CH3:31])=[CH:23][C:22]=1[C:32]1[CH:37]=[CH:36][CH:35]=[C:34]([F:38])[CH:33]=1.C(=O)([O-])[O-].[K+].[K+].O1CCOCC1. (6) The reactants are: C1(P(C2C=CC=CC=2)C2C=CC=CC=2)C=CC=CC=1.[N:20]([CH:23]1[CH2:29][CH2:28][N:27]([C:30]2[N:34]([CH3:35])[N:33]=[CH:32][C:31]=2[N+:36]([O-:38])=[O:37])[CH2:26][C:25]([CH3:40])([OH:39])[CH2:24]1)=[N+]=[N-].CCN(C(C)C)C(C)C.[C:50]([O:54][C:55](O[C:55]([O:54][C:50]([CH3:53])([CH3:52])[CH3:51])=[O:56])=[O:56])([CH3:53])([CH3:52])[CH3:51]. Given the product [OH:39][C:25]1([CH3:40])[CH2:26][N:27]([C:30]2[N:34]([CH3:35])[N:33]=[CH:32][C:31]=2[N+:36]([O-:38])=[O:37])[CH2:28][CH2:29][CH:23]([NH:20][C:55](=[O:56])[O:54][C:50]([CH3:53])([CH3:52])[CH3:51])[CH2:24]1, predict the reactants needed to synthesize it. (7) The reactants are: [CH2:1]([O:8][CH2:9][CH2:10][O:11][CH:12]1[CH:16]2[O:17][CH2:18][CH:19]([OH:20])[CH:15]2[O:14][CH2:13]1)[C:2]1[CH:7]=[CH:6][CH:5]=[CH:4][CH:3]=1.C(N(CC)CC)C.[CH3:28][S:29](Cl)(=[O:31])=[O:30]. Given the product [CH3:28][S:29]([O:20][CH:19]1[CH2:18][O:17][CH:16]2[CH:12]([O:11][CH2:10][CH2:9][O:8][CH2:1][C:2]3[CH:7]=[CH:6][CH:5]=[CH:4][CH:3]=3)[CH2:13][O:14][CH:15]12)(=[O:31])=[O:30], predict the reactants needed to synthesize it. (8) Given the product [F:46][CH:2]([F:1])[C:3]1[N:7]([C:8]2[N:13]=[C:12]([N:14]3[CH2:15][CH2:16][O:17][CH2:18][CH2:19]3)[N:11]=[C:10]([N:20]([CH:21]3[CH2:26][CH2:25][NH:24][CH2:23][CH2:22]3)[CH2:34][CH2:35][CH2:36][N:37]([CH3:38])[CH3:39])[N:9]=2)[C:6]2[CH:40]=[CH:41][CH:42]=[C:43]([O:44][CH3:45])[C:5]=2[N:4]=1, predict the reactants needed to synthesize it. The reactants are: [F:1][CH:2]([F:46])[C:3]1[N:7]([C:8]2[N:13]=[C:12]([N:14]3[CH2:19][CH2:18][O:17][CH2:16][CH2:15]3)[N:11]=[C:10]([N:20]([CH2:34][CH2:35][CH2:36][N:37]([CH3:39])[CH3:38])[CH:21]3[CH2:26][CH2:25][N:24](C(OC(C)(C)C)=O)[CH2:23][CH2:22]3)[N:9]=2)[C:6]2[CH:40]=[CH:41][CH:42]=[C:43]([O:44][CH3:45])[C:5]=2[N:4]=1.C(O)(C(F)(F)F)=O. (9) Given the product [CH3:23][C:17]1[C:18]([CH3:22])=[CH:19][CH:20]=[CH:21][C:16]=1[C:14]1[N:13]=[C:12]([NH2:24])[N:11]=[C:10]([NH:8][CH2:7][C:4]2[NH:3][C:2]([CH3:1])=[N:6][N:5]=2)[CH:15]=1, predict the reactants needed to synthesize it. The reactants are: [CH3:1][C:2]1[NH:3][C:4]([CH2:7][NH2:8])=[N:5][N:6]=1.Cl[C:10]1[CH:15]=[C:14]([C:16]2[CH:21]=[CH:20][CH:19]=[C:18]([CH3:22])[C:17]=2[CH3:23])[N:13]=[C:12]([NH2:24])[N:11]=1. (10) Given the product [C:20]([C:19]1[CH:18]=[C:17]([NH:14][C:15](=[O:16])[O:12][CH2:11][CH2:10][C:7]2[CH:8]=[CH:9][C:4]([Br:3])=[CH:5][C:6]=2[CH3:13])[CH:24]=[CH:23][CH:22]=1)#[N:21], predict the reactants needed to synthesize it. The reactants are: [H-].[Na+].[Br:3][C:4]1[CH:9]=[CH:8][C:7]([CH2:10][CH2:11][OH:12])=[C:6]([CH3:13])[CH:5]=1.[N:14]([C:17]1[CH:18]=[C:19]([CH:22]=[CH:23][CH:24]=1)[C:20]#[N:21])=[C:15]=[O:16].